Dataset: Reaction yield outcomes from USPTO patents with 853,638 reactions. Task: Predict the reaction yield, written as a fraction of the theoretical maximum amount of product (1.0 means a 100% yield; for example, 0.34 means a 34% yield). (1) The reactants are [Br:1][C:2]1[CH:10]=[CH:9][C:5]([C:6]([OH:8])=[O:7])=[CH:4][CH:3]=1.[N+:11]([O-])([OH:13])=[O:12]. No catalyst specified. The product is [Br:1][C:2]1[CH:10]=[CH:9][C:5]([C:6]([OH:8])=[O:7])=[CH:4][C:3]=1[N+:11]([O-:13])=[O:12]. The yield is 0.880. (2) The reactants are [CH2:1]([O:3][C:4]1[C:8]([CH2:9][CH2:10][OH:11])=[CH:7][N:6]([C:12]2[CH:17]=[CH:16][C:15]([C:18]([F:21])([F:20])[F:19])=[CH:14][N:13]=2)[N:5]=1)[CH3:2].O[C:23]1[CH:24]=[C:25]([CH:34]=[CH:35][CH:36]=1)[O:26][C:27]([CH3:33])([CH3:32])[C:28]([O:30]C)=[O:29].C(P(CCCC)CCCC)CCC.N(C(N1CCCCC1)=O)=NC(N1CCCCC1)=O. The catalyst is O1CCCC1. The product is [CH2:1]([O:3][C:4]1[C:8]([CH2:9][CH2:10][O:11][C:23]2[CH:24]=[C:25]([CH:34]=[CH:35][CH:36]=2)[O:26][C:27]([CH3:33])([CH3:32])[C:28]([OH:30])=[O:29])=[CH:7][N:6]([C:12]2[CH:17]=[CH:16][C:15]([C:18]([F:20])([F:19])[F:21])=[CH:14][N:13]=2)[N:5]=1)[CH3:2]. The yield is 0.260. (3) The reactants are [C:1](Cl)(=[O:5])[C:2]([CH3:4])=[CH2:3].[OH:7][N:8]1[C:12](=[O:13])[CH2:11][CH2:10][C:9]1=[O:14].C(N(CC)CC)C. The catalyst is O1CCCC1. The product is [C:1]([OH:5])(=[O:7])[C:2]([CH3:4])=[CH2:3].[OH:7][N:8]1[C:12](=[O:13])[CH2:11][CH2:10][C:9]1=[O:14]. The yield is 0.750. (4) The reactants are [C:1]([C:4]1[N:13]=[C:12]2[C:7]([C:8]([C:14]3[CH:15]=[CH:16][C:17]([F:28])=[C:18]([C:20]4[C:21]([C:26]#[N:27])=[CH:22][CH:23]=[CH:24][CH:25]=4)[CH:19]=3)=[CH:9][CH:10]=[N:11]2)=[CH:6][CH:5]=1)(=[O:3])[CH3:2].[CH3:29][Mg]Br.[NH4+].[Cl-]. The catalyst is C1COCC1. The product is [F:28][C:17]1[CH:16]=[CH:15][C:14]([C:8]2[C:7]3[C:12](=[N:13][C:4]([C:1]([OH:3])([CH3:29])[CH3:2])=[CH:5][CH:6]=3)[N:11]=[CH:10][CH:9]=2)=[CH:19][C:18]=1[C:20]1[C:21]([C:26]#[N:27])=[CH:22][CH:23]=[CH:24][CH:25]=1. The yield is 0.690. (5) The reactants are Br[CH2:2][C:3]([C:5]1[CH:10]=[CH:9][CH:8]=[CH:7][CH:6]=1)=[O:4].[Cl:11][C:12]1[CH:17]=[C:16]([Cl:18])[CH:15]=[CH:14][C:13]=1[CH2:19][NH:20][CH3:21].C(N(CC)CC)C. The catalyst is O1CCOCC1. The product is [Cl:11][C:12]1[CH:17]=[C:16]([Cl:18])[CH:15]=[CH:14][C:13]=1[CH2:19][N:20]([CH3:21])[CH2:2][C:3]([C:5]1[CH:10]=[CH:9][CH:8]=[CH:7][CH:6]=1)=[O:4]. The yield is 0.900. (6) The reactants are [Br:1][C:2]1[CH:3]=[C:4]([CH2:19][C:20]([O:22]C)=[O:21])[CH:5]=[CH:6][C:7]=1[NH:8][C:9]([NH:11][C:12]1[CH:17]=[CH:16][CH:15]=[CH:14][C:13]=1[Cl:18])=[O:10].[OH-].[Na+]. The catalyst is C1COCC1. The product is [Br:1][C:2]1[CH:3]=[C:4]([CH2:19][C:20]([OH:22])=[O:21])[CH:5]=[CH:6][C:7]=1[NH:8][C:9]([NH:11][C:12]1[CH:17]=[CH:16][CH:15]=[CH:14][C:13]=1[Cl:18])=[O:10]. The yield is 0.940. (7) The reactants are [OH:1][N:2]1[C:6](=[O:7])[CH2:5][CH2:4][C:3]1=[O:8].[C:9]([O:13][C:14]([NH:16][C:17]([CH3:22])([C:19](O)=[O:20])[CH3:18])=[O:15])([CH3:12])([CH3:11])[CH3:10].CN(C)CCCN=C=NCC. The catalyst is ClCCl. The product is [O:8]=[C:3]1[CH2:4][CH2:5][C:6](=[O:7])[N:2]1[O:1][C:19](=[O:20])[C:17]([NH:16][C:14]([O:13][C:9]([CH3:12])([CH3:11])[CH3:10])=[O:15])([CH3:22])[CH3:18]. The yield is 0.880.